From a dataset of Catalyst prediction with 721,799 reactions and 888 catalyst types from USPTO. Predict which catalyst facilitates the given reaction. (1) Reactant: [F:1][C:2]1[CH:16]=[CH:15][CH:14]=[C:13](I)[C:3]=1[CH2:4][NH:5][C:6](=[O:12])[O:7][C:8]([CH3:11])([CH3:10])[CH3:9].C(O[CH2:22][CH:23]=[CH:24][C:25]1[CH:30]=[CH:29][CH:28]=[CH:27][CH:26]=1)(=O)C.C(OCC)C. Product: [F:1][C:2]1[CH:16]=[CH:15][CH:14]=[C:13]([CH2:22][CH:23]=[CH:24][C:25]2[CH:30]=[CH:29][CH:28]=[CH:27][CH:26]=2)[C:3]=1[CH2:4][NH:5][C:6](=[O:12])[O:7][C:8]([CH3:11])([CH3:10])[CH3:9]. The catalyst class is: 151. (2) Reactant: I[C:2]1[CH:7]=[CH:6][CH:5]=[C:4]([O:8][CH3:9])[CH:3]=1.[CH3:10][C:11]1[CH:15]=[C:14]([CH3:16])[NH:13][N:12]=1.C([O-])([O-])=O.[K+].[K+].[C@@H]1(N)CCCC[C@H]1N. Product: [CH3:9][O:8][C:4]1[CH:3]=[C:2]([N:12]2[C:11]([CH3:10])=[CH:15][C:14]([CH3:16])=[N:13]2)[CH:7]=[CH:6][CH:5]=1. The catalyst class is: 185. (3) Reactant: [CH3:1][C:2]1([CH3:7])[CH2:6][CH2:5][CH2:4][NH:3]1.[H-].[Na+].Br[C:11]1[C:12]2[N:13]([CH:18]=[CH:19][N:20]=2)[N:14]=[C:15]([Cl:17])[CH:16]=1. Product: [Cl:17][C:15]1[CH:16]=[C:11]([N:3]2[CH2:4][CH2:5][CH2:6][C:2]2([CH3:7])[CH3:1])[C:12]2[N:13]([CH:18]=[CH:19][N:20]=2)[N:14]=1. The catalyst class is: 3. (4) The catalyst class is: 73. Reactant: [CH2:1]([N:8]1[CH2:13][CH2:12][CH:11]([N:14]2[CH:22]=[N:21][C:20]3[C:15]2=[N:16][C:17](Cl)=[N:18][C:19]=3[N:23]2[CH2:28][CH2:27][O:26][CH2:25][CH2:24]2)[CH2:10][CH2:9]1)[C:2]1[CH:7]=[CH:6][CH:5]=[CH:4][CH:3]=1.C([O-])([O-])=O.[Na+].[Na+].CC1(C)C(C)(C)OB([C:44]2[CH:45]=[C:46]([CH:50]=[O:51])[CH:47]=[N:48][CH:49]=2)O1. Product: [CH2:1]([N:8]1[CH2:13][CH2:12][CH:11]([N:14]2[CH:22]=[N:21][C:20]3[C:15]2=[N:16][C:17]([C:44]2[CH:49]=[N:48][CH:47]=[C:46]([CH:45]=2)[CH:50]=[O:51])=[N:18][C:19]=3[N:23]2[CH2:28][CH2:27][O:26][CH2:25][CH2:24]2)[CH2:10][CH2:9]1)[C:2]1[CH:7]=[CH:6][CH:5]=[CH:4][CH:3]=1. (5) Reactant: Br[C:2]1[C:13](=[O:14])[N:12]([CH:15]([CH3:17])[CH3:16])[C:5]2[N:6]=[C:7]([S:10][CH3:11])[N:8]=[CH:9][C:4]=2[CH:3]=1.[F:18][C:19]1[CH:24]=[CH:23][C:22](B(O)O)=[CH:21][C:20]=1[N+:28]([O-:30])=[O:29].C([O-])([O-])=O.[Na+].[Na+].O. Product: [F:18][C:19]1[CH:24]=[CH:23][C:22]([C:2]2[C:13](=[O:14])[N:12]([CH:15]([CH3:17])[CH3:16])[C:5]3[N:6]=[C:7]([S:10][CH3:11])[N:8]=[CH:9][C:4]=3[CH:3]=2)=[CH:21][C:20]=1[N+:28]([O-:30])=[O:29]. The catalyst class is: 104.